From a dataset of Forward reaction prediction with 1.9M reactions from USPTO patents (1976-2016). Predict the product of the given reaction. (1) Given the reactants [Cl:1][C:2]1[CH:7]=[CH:6][C:5]([F:8])=[CH:4][C:3]=1[N:9]1[CH2:13][CH:12]2[CH2:14][N:15]([C:17]3[CH2:21][CH:20]([C:22]([NH2:24])=O)[O:19][N:18]=3)[CH2:16][CH:11]2[CH2:10]1.C(N(CC)CC)C.FC(F)(F)C(OC(=O)C(F)(F)F)=O.C([O-])(O)=O.[Na+], predict the reaction product. The product is: [Cl:1][C:2]1[CH:7]=[CH:6][C:5]([F:8])=[CH:4][C:3]=1[N:9]1[CH2:10][CH:11]2[CH2:16][N:15]([C:17]3[CH:21]=[C:20]([C:22]#[N:24])[O:19][N:18]=3)[CH2:14][CH:12]2[CH2:13]1. (2) Given the reactants [Cl:1][C:2]1[N:7]=[CH:6][N:5]=[C:4]([NH2:8])[C:3]=1[NH2:9].[CH3:10][N:11]1[CH:15]=[C:14]([C:16](O)=O)[CH:13]=[N:12]1.[Cl-].[NH4+].N, predict the reaction product. The product is: [Cl:1][C:2]1[N:7]=[CH:6][N:5]=[C:4]2[C:3]=1[N:9]=[C:16]([C:14]1[CH:13]=[N:12][N:11]([CH3:10])[CH:15]=1)[NH:8]2. (3) Given the reactants Cl[C:2]1[N:7]=[C:6]([C:8]2[CH:9]=[N:10][N:11]([CH2:13][O:14][CH2:15][CH2:16][Si:17]([CH3:20])([CH3:19])[CH3:18])[CH:12]=2)[N:5]=[C:4]([NH2:21])[CH:3]=1.[CH3:22][N:23]1[CH:27]=[C:26](B2OC(C)(C)C(C)(C)O2)[CH:25]=[N:24]1.[O-]P([O-])([O-])=O.[K+].[K+].[K+], predict the reaction product. The product is: [CH3:22][N:23]1[CH:27]=[C:26]([C:2]2[N:7]=[C:6]([C:8]3[CH:9]=[N:10][N:11]([CH2:13][O:14][CH2:15][CH2:16][Si:17]([CH3:20])([CH3:19])[CH3:18])[CH:12]=3)[N:5]=[C:4]([NH2:21])[CH:3]=2)[CH:25]=[N:24]1. (4) Given the reactants [C:1]1([N:7]2[C:16]3[C:11](=[CH:12][CH:13]=[CH:14][CH:15]=3)[CH2:10][CH2:9][C:8]2=[O:17])[CH:6]=[CH:5][CH:4]=[CH:3][CH:2]=1.I[CH2:19][CH2:20][CH3:21], predict the reaction product. The product is: [C:1]1([N:7]2[C:16]3[C:11](=[CH:12][CH:13]=[CH:14][CH:15]=3)[CH2:10][CH:9]([CH2:19][CH2:20][CH3:21])[C:8]2=[O:17])[CH:2]=[CH:3][CH:4]=[CH:5][CH:6]=1.